From a dataset of Forward reaction prediction with 1.9M reactions from USPTO patents (1976-2016). Predict the product of the given reaction. (1) Given the reactants CO[C:3]([C:5]1[S:6][CH:7]=[CH:8][C:9]=1[NH2:10])=[O:4].[NH2:11][C:12](N)=[O:13], predict the reaction product. The product is: [NH:10]1[C:9]2[CH:8]=[CH:7][S:6][C:5]=2[C:3](=[O:4])[NH:11][C:12]1=[O:13]. (2) Given the reactants [CH2:1]([N:8]1[CH2:11][CH:10]([C:12]([O:14][CH3:15])=[O:13])[CH2:9]1)[C:2]1[CH:7]=[CH:6][CH:5]=[CH:4][CH:3]=1.[N:16]([C:25]([O:27][C:28]([CH3:31])([CH3:30])[CH3:29])=[O:26])=[N:17][C:18]([O:20][C:21]([CH3:24])([CH3:23])[CH3:22])=[O:19], predict the reaction product. The product is: [CH2:1]([N:8]1[CH2:11][C:10]([N:16]([C:25]([O:27][C:28]([CH3:31])([CH3:30])[CH3:29])=[O:26])[NH:17][C:18]([O:20][C:21]([CH3:22])([CH3:23])[CH3:24])=[O:19])([C:12]([O:14][CH3:15])=[O:13])[CH2:9]1)[C:2]1[CH:3]=[CH:4][CH:5]=[CH:6][CH:7]=1. (3) Given the reactants [Br:1][C:2]1[CH:3]=[C:4]([NH2:11])[C:5]([O:8][CH2:9][CH3:10])=[N:6][CH:7]=1.C(N(C(C)C)CC)(C)C.[CH3:21][S:22](Cl)(=[O:24])=[O:23].[OH-].[Na+].C(O)(=O)CC(CC(O)=O)(C(O)=O)O, predict the reaction product. The product is: [Br:1][C:2]1[CH:3]=[C:4]([NH:11][S:22]([CH3:21])(=[O:24])=[O:23])[C:5]([O:8][CH2:9][CH3:10])=[N:6][CH:7]=1. (4) Given the reactants [Cl:1][C:2]1[S:17][C:5]2[N:6]=[CH:7][N:8]=[C:9]([NH:10][CH:11]3[CH2:16][CH2:15][NH:14][CH2:13][CH2:12]3)[C:4]=2[C:3]=1[CH3:18].Br[CH2:20][C:21]1[CH:28]=[CH:27][CH:26]=[CH:25][C:22]=1[C:23]#[N:24], predict the reaction product. The product is: [Cl:1][C:2]1[S:17][C:5]2[N:6]=[CH:7][N:8]=[C:9]([NH:10][CH:11]3[CH2:12][CH2:13][N:14]([CH2:20][C:21]4[CH:28]=[CH:27][CH:26]=[CH:25][C:22]=4[C:23]#[N:24])[CH2:15][CH2:16]3)[C:4]=2[C:3]=1[CH3:18]. (5) Given the reactants [OH-].[Li+].[OH:3][C:4]1[CH:9]=[CH:8][CH:7]=[C:6]([OH:10])[C:5]=1[C:11](=[O:13])[CH3:12].[N+:14]([C:17]1[CH:25]=[CH:24][C:20]([C:21](Cl)=O)=[CH:19][CH:18]=1)([O-:16])=[O:15].Cl, predict the reaction product. The product is: [N+:14]([C:17]1[CH:25]=[CH:24][C:20]([C:21]2[O:3][C:4]3[C:5]([C:11](=[O:13])[CH:12]=2)=[C:6]([OH:10])[CH:7]=[CH:8][CH:9]=3)=[CH:19][CH:18]=1)([O-:16])=[O:15]. (6) Given the reactants [NH2:1][C:2]1[CH:3]=[C:4]([CH:20]=[CH:21][C:22]=1[S:23][CH3:24])[C:5]([NH:7][C:8]1[CH:13]=[CH:12][C:11]([C:14]2[CH:19]=[CH:18][CH:17]=[CH:16][CH:15]=2)=[CH:10][CH:9]=1)=[O:6].[N:25]1([CH2:31][C:32](O)=[O:33])[CH2:30][CH2:29][O:28][CH2:27][CH2:26]1.C1CN([P+](ON2N=NC3C=CC=CC2=3)(N2CCCC2)N2CCCC2)CC1.F[P-](F)(F)(F)(F)F.C(N(C(C)C)C(C)C)C, predict the reaction product. The product is: [C:11]1([C:14]2[CH:19]=[CH:18][CH:17]=[CH:16][CH:15]=2)[CH:10]=[CH:9][C:8]([NH:7][C:5](=[O:6])[C:4]2[CH:20]=[CH:21][C:22]([S:23][CH3:24])=[C:2]([NH:1][C:32](=[O:33])[CH2:31][N:25]3[CH2:30][CH2:29][O:28][CH2:27][CH2:26]3)[CH:3]=2)=[CH:13][CH:12]=1. (7) Given the reactants C[O-].[Na+].Cl.[NH2:5][OH:6].C[O:8][C:9](=O)[CH2:10][CH2:11][CH2:12][CH2:13][CH2:14][NH:15][C:16](=[O:30])/[CH:17]=[CH:18]/[CH:19]=[CH:20]/[C:21]1[CH:26]=[CH:25][CH:24]=[CH:23][C:22]=1[N+:27]([O-:29])=[O:28], predict the reaction product. The product is: [OH:6][NH:5][C:9]([CH2:10][CH2:11][CH2:12][CH2:13][CH2:14][NH:15][C:16](=[O:30])/[CH:17]=[CH:18]/[CH:19]=[CH:20]/[C:21]1[CH:26]=[CH:25][CH:24]=[CH:23][C:22]=1[N+:27]([O-:29])=[O:28])=[O:8].